From a dataset of Full USPTO retrosynthesis dataset with 1.9M reactions from patents (1976-2016). Predict the reactants needed to synthesize the given product. (1) Given the product [NH2:11][C@@H:12]1[CH2:17][CH2:16][N:15]([CH2:18][CH2:19][N:20]2[C:29]3[C:24](=[C:25]([F:31])[CH:26]=[C:27]([F:30])[CH:28]=3)[CH:23]=[CH:22][C:21]2=[O:32])[CH2:14][C@@H:13]1[C:33]([O:35][CH3:36])=[O:34], predict the reactants needed to synthesize it. The reactants are: C(OC([NH:11][C@@H:12]1[CH2:17][CH2:16][N:15]([CH2:18][CH2:19][N:20]2[C:29]3[C:24](=[C:25]([F:31])[CH:26]=[C:27]([F:30])[CH:28]=3)[CH:23]=[CH:22][C:21]2=[O:32])[CH2:14][C@@H:13]1[C:33]([O:35][CH3:36])=[O:34])=O)C1C=CC=CC=1. (2) Given the product [C:87]([O:91][C:92]([NH:94][C@H:95]1[CH2:99][CH2:98][N:97]([CH2:100][C:101]([NH:1][C@:2]23[CH2:37][CH2:36][C@@H:35]([C:38]([CH3:40])=[CH2:39])[C@@H:3]2[C@@H:4]2[C@@:17]([CH3:20])([CH2:18][CH2:19]3)[C@@:16]3([CH3:21])[C@@H:7]([C@:8]4([CH3:34])[C@@H:13]([CH2:14][CH2:15]3)[C:12]([CH3:23])([CH3:22])[C:11]([C:24]3[CH:25]=[CH:26][C:27]([C:28]([OH:30])=[O:29])=[CH:32][CH:33]=3)=[CH:10][CH2:9]4)[CH2:6][CH2:5]2)=[O:103])[C:96]1=[O:104])=[O:93])([CH3:88])([CH3:89])[CH3:90], predict the reactants needed to synthesize it. The reactants are: [NH2:1][C@:2]12[CH2:37][CH2:36][C@@H:35]([C:38]([CH3:40])=[CH2:39])[C@@H:3]1[C@@H:4]1[C@@:17]([CH3:20])([CH2:18][CH2:19]2)[C@@:16]2([CH3:21])[C@@H:7]([C@:8]3([CH3:34])[C@@H:13]([CH2:14][CH2:15]2)[C:12]([CH3:23])([CH3:22])[C:11]([C:24]2[CH:33]=[CH:32][C:27]([C:28]([O:30]C)=[O:29])=[CH:26][CH:25]=2)=[CH:10][CH2:9]3)[CH2:6][CH2:5]1.CN(C)CCC(N[C@]12CC[C@@H](C(C)=C)[C@@H]1[C@@H]1[C@@](C)(CC2)[C@@]2(C)[C@@H]([C@]3(C)[C@@H](CC2)C(C)(C)C(C2C=CC(C(O)=O)=CC=2)=CC3)CC1)=O.[C:87]([O:91][C:92]([NH:94][C@H:95]1[CH2:99][CH2:98][N:97]([CH2:100][C:101]([OH:103])=O)[C:96]1=[O:104])=[O:93])([CH3:90])([CH3:89])[CH3:88]. (3) The reactants are: Cl[CH2:2][CH2:3][O:4][C:5]1[CH:6]=[CH:7][C:8]2[N:12]=[CH:11][N:10]([C:13]3[S:14][C:15]([C:25]([NH2:27])=[O:26])=[C:16]([C:18]4[CH:23]=[CH:22][CH:21]=[C:20]([Cl:24])[CH:19]=4)[N:17]=3)[C:9]=2[CH:28]=1.C(=O)([O-])[O-].[K+].[K+].[CH3:35][N:36]1[CH2:41][CH2:40][NH:39][CH2:38][CH2:37]1. Given the product [Cl:24][C:20]1[CH:19]=[C:18]([C:16]2[N:17]=[C:13]([N:10]3[C:9]4[CH:28]=[C:5]([O:4][CH2:3][CH2:2][N:39]5[CH2:40][CH2:41][N:36]([CH3:35])[CH2:37][CH2:38]5)[CH:6]=[CH:7][C:8]=4[N:12]=[CH:11]3)[S:14][C:15]=2[C:25]([NH2:27])=[O:26])[CH:23]=[CH:22][CH:21]=1, predict the reactants needed to synthesize it. (4) Given the product [C:3]1([C:9]2[S:13][C:12]([CH2:14][N:15]3[CH2:20][CH2:19][N:18]([C:28]([NH:29][C:30]4[CH:35]=[N:34][CH:33]=[CH:32][N:31]=4)=[O:27])[CH2:17][CH2:16]3)=[CH:11][CH:10]=2)[CH:4]=[CH:5][CH:6]=[CH:7][CH:8]=1, predict the reactants needed to synthesize it. The reactants are: Cl.Cl.[C:3]1([C:9]2[S:13][C:12]([CH2:14][N:15]3[CH2:20][CH2:19][NH:18][CH2:17][CH2:16]3)=[CH:11][CH:10]=2)[CH:8]=[CH:7][CH:6]=[CH:5][CH:4]=1.C1([O:27][C:28](=O)[NH:29][C:30]2[CH:35]=[N:34][CH:33]=[CH:32][N:31]=2)C=CC=CC=1. (5) Given the product [Cl:1][C:2]1[CH:3]=[CH:4][C:5]([O:21][C:22]2[CH:27]=[CH:26][C:25]([F:28])=[CH:24][CH:23]=2)=[C:6]([CH:20]=1)[C:7]([NH:43][C@H:41]([C:38]1[CH:37]=[CH:36][C:35]([C:34]2[N:33]=[N:32][NH:31][N:30]=2)=[CH:40][CH:39]=1)[CH3:42])=[O:8], predict the reactants needed to synthesize it. The reactants are: [Cl:1][C:2]1[CH:3]=[CH:4][C:5]([O:21][C:22]2[CH:27]=[CH:26][C:25]([F:28])=[CH:24][CH:23]=2)=[C:6]([CH:20]=1)[C:7](NCC1C=CC(C(O)=O)=CC=1)=[O:8].Cl.[N:30]1[NH:31][N:32]=[N:33][C:34]=1[C:35]1[CH:40]=[CH:39][C:38]([C@@H:41]([NH2:43])[CH3:42])=[CH:37][CH:36]=1. (6) Given the product [C:11]([O:10][C:8]([NH:7][C@@H:3]([CH2:2][NH:1][C:30]([C:28]1[S:29][C:25]([Cl:24])=[CH:26][CH:27]=1)=[O:31])[C:4]([OH:6])=[O:5])=[O:9])([CH3:14])([CH3:13])[CH3:12], predict the reactants needed to synthesize it. The reactants are: [NH2:1][CH2:2][C@H:3]([NH:7][C:8]([O:10][C:11]([CH3:14])([CH3:13])[CH3:12])=[O:9])[C:4]([OH:6])=[O:5].CCN(C(C)C)C(C)C.[Cl:24][C:25]1[S:29][C:28]([C:30](Cl)=[O:31])=[CH:27][CH:26]=1. (7) Given the product [CH3:1][O:2][C:3]1[CH:4]=[C:5]([CH:16]=[CH:17][C:18]=1[O:19][CH2:20][C:21]1[N:22]=[C:23]([C:27]2[CH:28]=[CH:29][CH:30]=[CH:31][CH:32]=2)[O:24][C:25]=1[CH3:26])[CH2:6][O:7][C:8]1[N:15]=[CH:14][CH:13]=[CH:12][C:9]=1[CH:10]=[O:54], predict the reactants needed to synthesize it. The reactants are: [CH3:1][O:2][C:3]1[CH:4]=[C:5]([CH:16]=[CH:17][C:18]=1[O:19][CH2:20][C:21]1[N:22]=[C:23]([C:27]2[CH:32]=[CH:31][CH:30]=[CH:29][CH:28]=2)[O:24][C:25]=1[CH3:26])[CH2:6][O:7][C:8]1[N:15]=[CH:14][CH:13]=[CH:12][C:9]=1[C:10]#N.C1(C)C=CC=CC=1.[H-].C([Al+]CC(C)C)C(C)C.[Cl-].[NH4+].C(OCC)(=[O:54])C.